From a dataset of Forward reaction prediction with 1.9M reactions from USPTO patents (1976-2016). Predict the product of the given reaction. (1) Given the reactants [CH:1]1([NH:6][C:7]2[N:12]3[N:13]=[C:14]([C:16]4[CH:21]=[CH:20][CH:19]=[CH:18][CH:17]=4)[CH:15]=[C:11]3[N:10]=[C:9](SC)[N:8]=2)[CH2:5][CH2:4][CH2:3][CH2:2]1, predict the reaction product. The product is: [CH:1]1([NH:6][C:7]2[N:12]3[N:13]=[C:14]([C:16]4[CH:21]=[CH:20][CH:19]=[CH:18][CH:17]=4)[CH:15]=[C:11]3[N:10]=[CH:9][N:8]=2)[CH2:5][CH2:4][CH2:3][CH2:2]1. (2) Given the reactants Br[C:2]1[CH:3]=[C:4]2[C:9]([NH:10][C@@H:11]([CH:13]3[CH2:15][CH2:14]3)[CH3:12])=[C:8]([C:16]([NH2:18])=[O:17])[CH:7]=[N:6][N:5]2[CH:19]=1.[NH:20]1[CH2:24][CH2:23][CH2:22][C:21]1=[O:25], predict the reaction product. The product is: [CH:13]1([C@H:11]([NH:10][C:9]2[C:4]3[N:5]([CH:19]=[C:2]([N:20]4[CH2:24][CH2:23][CH2:22][C:21]4=[O:25])[CH:3]=3)[N:6]=[CH:7][C:8]=2[C:16]([NH2:18])=[O:17])[CH3:12])[CH2:15][CH2:14]1.